Dataset: Full USPTO retrosynthesis dataset with 1.9M reactions from patents (1976-2016). Task: Predict the reactants needed to synthesize the given product. (1) Given the product [Cl:18][C:19]1[CH:27]=[CH:26][C:25]([N+:28]([O-:30])=[O:29])=[CH:24][C:20]=1[C:21]([NH:7][C:6]1[CH:8]=[C:2]([Cl:1])[CH:3]=[CH:4][C:5]=1[N+:9]([O-:11])=[O:10])=[O:22], predict the reactants needed to synthesize it. The reactants are: [Cl:1][C:2]1[CH:3]=[CH:4][C:5]([N+:9]([O-:11])=[O:10])=[C:6]([CH:8]=1)[NH2:7].N1C=CC=CC=1.[Cl:18][C:19]1[CH:27]=[CH:26][C:25]([N+:28]([O-:30])=[O:29])=[CH:24][C:20]=1[C:21](Cl)=[O:22]. (2) The reactants are: [BH4-].[Na+].C[O:4][C:5]([C@@H:7]1[CH2:11][C@@H:10]([O:12][Si:13]([C:26]([CH3:29])([CH3:28])[CH3:27])([C:20]2[CH:25]=[CH:24][CH:23]=[CH:22][CH:21]=2)[C:14]2[CH:19]=[CH:18][CH:17]=[CH:16][CH:15]=2)[CH2:9][N:8]1[C:30](=[O:43])[NH:31][C:32]1[CH:37]=[CH:36][C:35]([O:38][C:39]([F:42])([F:41])[F:40])=[CH:34][CH:33]=1)=O.O. Given the product [F:42][C:39]([F:40])([F:41])[O:38][C:35]1[CH:36]=[CH:37][C:32]([NH:31][C:30]([N:8]2[CH2:9][C@H:10]([O:12][Si:13]([C:26]([CH3:27])([CH3:28])[CH3:29])([C:20]3[CH:21]=[CH:22][CH:23]=[CH:24][CH:25]=3)[C:14]3[CH:19]=[CH:18][CH:17]=[CH:16][CH:15]=3)[CH2:11][C@H:7]2[CH2:5][OH:4])=[O:43])=[CH:33][CH:34]=1, predict the reactants needed to synthesize it. (3) Given the product [Cl:14][C:15]1[CH:20]=[C:19]([CH:18]=[CH:17][CH:16]=1)[O:1][CH2:2][C:3]1[CH:8]=[CH:7][N:6]=[C:5]([C:9]([O:11][CH2:12][CH3:13])=[O:10])[CH:4]=1, predict the reactants needed to synthesize it. The reactants are: [OH:1][CH2:2][C:3]1[CH:8]=[CH:7][N:6]=[C:5]([C:9]([O:11][CH2:12][CH3:13])=[O:10])[CH:4]=1.[Cl:14][C:15]1[CH:16]=[C:17](O)[CH:18]=[CH:19][CH:20]=1.C(OC(N1CCCC(COC2C=CC=CC=2Cl)C1)=O)(C)(C)C. (4) Given the product [CH3:1][O:2][C:3]([N:38]1[CH2:37][CH2:36][N:35]([CH2:34][CH2:33][C:30]2[CH:31]=[CH:32][C:27]([NH:26][C:23]3[N:24]=[CH:25][C:20]4[C:19](=[O:52])[C:18]([C:16](=[O:17])[NH:15][O:14][CH3:13])=[CH:42][N:41]([C:43]5[CH:44]=[C:45]6[C:49](=[CH:50][CH:51]=5)[CH2:48][CH2:47][CH2:46]6)[C:21]=4[N:22]=3)=[CH:28][CH:29]=2)[CH2:40][CH2:39]1)=[O:4], predict the reactants needed to synthesize it. The reactants are: [CH3:1][O:2][C:3](Cl)=[O:4].C(N(CC)CC)C.[CH3:13][O:14][NH:15][C:16]([C:18]1[C:19](=[O:52])[C:20]2[CH:25]=[N:24][C:23]([NH:26][C:27]3[CH:32]=[CH:31][C:30]([CH2:33][CH2:34][N:35]4[CH2:40][CH2:39][NH:38][CH2:37][CH2:36]4)=[CH:29][CH:28]=3)=[N:22][C:21]=2[N:41]([C:43]2[CH:44]=[C:45]3[C:49](=[CH:50][CH:51]=2)[CH2:48][CH2:47][CH2:46]3)[CH:42]=1)=[O:17]. (5) Given the product [C:1]([O:5][C:6]([N:8]1[CH2:12][CH2:11][O:10][C:9]1([CH3:17])[CH3:16])=[O:7])([CH3:4])([CH3:2])[CH3:3], predict the reactants needed to synthesize it. The reactants are: [C:1]([O:5][C:6]([N:8]1[C@@H:12](CC=O)[CH2:11][O:10][C:9]1([CH3:17])[CH3:16])=[O:7])([CH3:4])([CH3:3])[CH3:2].C([Mg]Br)C. (6) Given the product [C:1]([C:3]1[CH:8]=[CH:7][C:6]([C@@H:9]2[C:14]([C:15]#[N:17])=[C:13]([CH3:18])[N:12]([C:19]3[CH:24]=[CH:23][CH:22]=[C:21]([C:25]([F:27])([F:28])[F:26])[CH:20]=3)[C:11](=[O:29])[NH:10]2)=[C:5]([S:30][CH3:31])[CH:4]=1)#[N:2], predict the reactants needed to synthesize it. The reactants are: [C:1]([C:3]1[CH:8]=[CH:7][C:6]([C@@H:9]2[C:14]([C:15]([NH2:17])=O)=[C:13]([CH3:18])[N:12]([C:19]3[CH:24]=[CH:23][CH:22]=[C:21]([C:25]([F:28])([F:27])[F:26])[CH:20]=3)[C:11](=[O:29])[NH:10]2)=[C:5]([S:30][CH3:31])[CH:4]=1)#[N:2].[OH-].COC(NS([N+](CC)(CC)CC)(=O)=O)=O. (7) Given the product [NH2:7][C:8]1[C:13]([CH2:14][OH:15])=[CH:12][N:11]=[C:10]([CH2:17][CH3:18])[N:9]=1, predict the reactants needed to synthesize it. The reactants are: [H-].[H-].[H-].[H-].[Li+].[Al+3].[NH2:7][C:8]1[C:13]([C:14]([O-])=[O:15])=[CH:12][N:11]=[C:10]([CH2:17][CH3:18])[N:9]=1.